From a dataset of Peptide-MHC class I binding affinity with 185,985 pairs from IEDB/IMGT. Regression. Given a peptide amino acid sequence and an MHC pseudo amino acid sequence, predict their binding affinity value. This is MHC class I binding data. The peptide sequence is SSYGMHWVR. The MHC is HLA-A68:01 with pseudo-sequence HLA-A68:01. The binding affinity (normalized) is 0.881.